From a dataset of Forward reaction prediction with 1.9M reactions from USPTO patents (1976-2016). Predict the product of the given reaction. (1) Given the reactants O=O.CC1SC(C)=C(P(C2C=CC=CC=2)C2C=CC=CC=2)C=1C1C(P(C2C=CC=CC=2)C2C=CC=CC=2)=C(C)SC=1C.[CH3:43][O:44]/[C:45](=[CH:49]\[C:50]1[C:55]2[S:56][CH:57]=[CH:58][C:54]=2[C:53]([O:59][CH2:60][CH2:61][C:62]2[N:63]=[C:64]([C:68]3[CH:73]=[CH:72][CH:71]=[CH:70][CH:69]=3)[O:65][C:66]=2[CH3:67])=[CH:52][CH:51]=1)/[C:46]([OH:48])=[O:47].C1([C@@H](N)C)C=CC=CC=1.[H][H], predict the reaction product. The product is: [CH3:43][O:44][C@@H:45]([CH2:49][C:50]1[C:55]2[S:56][CH:57]=[CH:58][C:54]=2[C:53]([O:59][CH2:60][CH2:61][C:62]2[N:63]=[C:64]([C:68]3[CH:73]=[CH:72][CH:71]=[CH:70][CH:69]=3)[O:65][C:66]=2[CH3:67])=[CH:52][CH:51]=1)[C:46]([OH:48])=[O:47]. (2) Given the reactants [NH2:1][C:2]1[CH:7]=[C:6]([Cl:8])[CH:5]=[CH:4][C:3]=1[S:9]([NH2:12])(=[O:11])=[O:10].[Cl:13][C:14]1[CH:19]=[CH:18][C:17](/[CH:20]=[CH:21]/[S:22](Cl)(=[O:24])=[O:23])=[C:16]([O:26][CH3:27])[CH:15]=1, predict the reaction product. The product is: [Cl:8][C:6]1[CH:5]=[CH:4][C:3]([S:9]([NH2:12])(=[O:11])=[O:10])=[C:2]([NH:1][S:22](/[CH:21]=[CH:20]/[C:17]2[CH:18]=[CH:19][C:14]([Cl:13])=[CH:15][C:16]=2[O:26][CH3:27])(=[O:23])=[O:24])[CH:7]=1. (3) Given the reactants [N+]([O-])(O)=O.[N+]([O-])(O)=O.[CH3:9][O:10][C:11]1[CH:12]=[C:13]([NH:23][C:24]([NH2:26])=[NH:25])[CH:14]=[CH:15][C:16]=1[N:17]1[CH:21]=[C:20]([CH3:22])[N:19]=[CH:18]1.CN(C)[CH:29]=[C:30]([C:36](=O)[C:37]1[CH:42]=[CH:41][C:40]([Cl:43])=[CH:39][CH:38]=1)[C:31]([O:33][CH2:34][CH3:35])=[O:32].C(N(CC)CC)C, predict the reaction product. The product is: [Cl:43][C:40]1[CH:39]=[CH:38][C:37]([C:36]2[C:30]([C:31]([O:33][CH2:34][CH3:35])=[O:32])=[CH:29][N:26]=[C:24]([NH:23][C:13]3[CH:14]=[CH:15][C:16]([N:17]4[CH:21]=[C:20]([CH3:22])[N:19]=[CH:18]4)=[C:11]([O:10][CH3:9])[CH:12]=3)[N:25]=2)=[CH:42][CH:41]=1. (4) Given the reactants [NH:1]1[C:10]2[C:5](=[CH:6][CH:7]=[CH:8][CH:9]=2)[CH2:4][CH2:3][CH2:2]1.[C:11]([O:16][CH2:17][CH2:18]Br)(=[O:15])[C:12]([CH3:14])=[O:13], predict the reaction product. The product is: [CH2:17]([O:16][C:11](=[O:15])[C:12](=[O:13])[CH2:14][N:1]1[C:10]2[C:5](=[CH:6][CH:7]=[CH:8][CH:9]=2)[CH2:4][CH2:3][CH2:2]1)[CH3:18]. (5) Given the reactants C([O:8][C:9]1[CH:14]=[C:13]([O:15]CC2C=CC=CC=2)[C:12]([CH:23]([CH3:25])[CH3:24])=[CH:11][C:10]=1[C:26]1[N:27]([C:32]2[CH:33]=[C:34]3[C:38](=[CH:39][CH:40]=2)[N:37]([CH3:41])[CH:36]=[CH:35]3)[C:28]([OH:31])=[N:29][N:30]=1)C1C=CC=CC=1.C([O-])=O.[NH4+].C(O)C, predict the reaction product. The product is: [OH:31][C:28]1[N:27]([C:32]2[CH:33]=[C:34]3[C:38](=[CH:39][CH:40]=2)[N:37]([CH3:41])[CH:36]=[CH:35]3)[C:26]([C:10]2[CH:11]=[C:12]([CH:23]([CH3:24])[CH3:25])[C:13]([OH:15])=[CH:14][C:9]=2[OH:8])=[N:30][N:29]=1. (6) Given the reactants [F:1][C:2]([F:21])([F:20])[C:3]1[CH:4]=[CH:5][C:6]([N:9]2[CH2:19][CH2:18][CH2:17][C:11]3([C:15](=[O:16])[NH:14][CH2:13][CH2:12]3)[CH2:10]2)=[N:7][CH:8]=1.O1CCOCC1.CN[C@H]1[CH2:35][CH2:34][CH2:33][CH2:32][C@@H:31]1[NH:36][CH3:37].BrC1C=CN=CC=1C.C(=O)([O-])[O-].[K+].[K+], predict the reaction product. The product is: [CH3:35][C:34]1[CH:37]=[N:36][CH:31]=[CH:32][C:33]=1[N:14]1[CH2:13][CH2:12][C:11]2([CH2:17][CH2:18][CH2:19][N:9]([C:6]3[CH:5]=[CH:4][C:3]([C:2]([F:1])([F:20])[F:21])=[CH:8][N:7]=3)[CH2:10]2)[C:15]1=[O:16].